From a dataset of NCI-60 drug combinations with 297,098 pairs across 59 cell lines. Regression. Given two drug SMILES strings and cell line genomic features, predict the synergy score measuring deviation from expected non-interaction effect. (1) Drug 1: CC1=C(C(=CC=C1)Cl)NC(=O)C2=CN=C(S2)NC3=CC(=NC(=N3)C)N4CCN(CC4)CCO. Drug 2: CC1CCC2CC(C(=CC=CC=CC(CC(C(=O)C(C(C(=CC(C(=O)CC(OC(=O)C3CCCCN3C(=O)C(=O)C1(O2)O)C(C)CC4CCC(C(C4)OC)OCCO)C)C)O)OC)C)C)C)OC. Cell line: MDA-MB-435. Synergy scores: CSS=-0.924, Synergy_ZIP=-1.20, Synergy_Bliss=-3.36, Synergy_Loewe=-8.73, Synergy_HSA=-6.10. (2) Drug 1: CC(CN1CC(=O)NC(=O)C1)N2CC(=O)NC(=O)C2. Drug 2: COC1=C2C(=CC3=C1OC=C3)C=CC(=O)O2. Cell line: MALME-3M. Synergy scores: CSS=6.36, Synergy_ZIP=-2.47, Synergy_Bliss=-1.63, Synergy_Loewe=-3.01, Synergy_HSA=-3.76. (3) Drug 1: CNC(=O)C1=CC=CC=C1SC2=CC3=C(C=C2)C(=NN3)C=CC4=CC=CC=N4. Drug 2: CCCCCOC(=O)NC1=NC(=O)N(C=C1F)C2C(C(C(O2)C)O)O. Cell line: HT29. Synergy scores: CSS=-1.88, Synergy_ZIP=1.22, Synergy_Bliss=0.558, Synergy_Loewe=-5.07, Synergy_HSA=-2.87. (4) Drug 1: CC1=C(C=C(C=C1)C(=O)NC2=CC(=CC(=C2)C(F)(F)F)N3C=C(N=C3)C)NC4=NC=CC(=N4)C5=CN=CC=C5. Drug 2: C1=NC(=NC(=O)N1C2C(C(C(O2)CO)O)O)N. Cell line: BT-549. Synergy scores: CSS=24.6, Synergy_ZIP=-6.32, Synergy_Bliss=0.830, Synergy_Loewe=-8.88, Synergy_HSA=-4.24. (5) Drug 1: CC1=C(C=C(C=C1)NC2=NC=CC(=N2)N(C)C3=CC4=NN(C(=C4C=C3)C)C)S(=O)(=O)N.Cl. Drug 2: C1=NC2=C(N1)C(=S)N=CN2. Cell line: MCF7. Synergy scores: CSS=9.42, Synergy_ZIP=-8.56, Synergy_Bliss=-7.41, Synergy_Loewe=-32.0, Synergy_HSA=-9.77. (6) Drug 1: C1=CC(=CC=C1CC(C(=O)O)N)N(CCCl)CCCl.Cl. Drug 2: C1CNP(=O)(OC1)N(CCCl)CCCl. Cell line: MDA-MB-435. Synergy scores: CSS=-5.78, Synergy_ZIP=1.28, Synergy_Bliss=-4.14, Synergy_Loewe=-9.29, Synergy_HSA=-9.85. (7) Drug 1: CC1OCC2C(O1)C(C(C(O2)OC3C4COC(=O)C4C(C5=CC6=C(C=C35)OCO6)C7=CC(=C(C(=C7)OC)O)OC)O)O. Drug 2: C1C(C(OC1N2C=NC3=C(N=C(N=C32)Cl)N)CO)O. Cell line: NCI-H460. Synergy scores: CSS=34.7, Synergy_ZIP=1.19, Synergy_Bliss=-0.878, Synergy_Loewe=-6.07, Synergy_HSA=-2.37. (8) Drug 1: CC1OCC2C(O1)C(C(C(O2)OC3C4COC(=O)C4C(C5=CC6=C(C=C35)OCO6)C7=CC(=C(C(=C7)OC)O)OC)O)O. Synergy scores: CSS=27.8, Synergy_ZIP=-1.38, Synergy_Bliss=3.55, Synergy_Loewe=-51.1, Synergy_HSA=-3.31. Drug 2: C1CNP(=O)(OC1)N(CCCl)CCCl. Cell line: OVCAR3. (9) Drug 1: C1=NC2=C(N=C(N=C2N1C3C(C(C(O3)CO)O)F)Cl)N. Drug 2: CC1C(C(CC(O1)OC2CC(CC3=C2C(=C4C(=C3O)C(=O)C5=C(C4=O)C(=CC=C5)OC)O)(C(=O)CO)O)N)O.Cl. Cell line: KM12. Synergy scores: CSS=30.0, Synergy_ZIP=-7.33, Synergy_Bliss=-2.90, Synergy_Loewe=-4.57, Synergy_HSA=-0.852. (10) Drug 1: CC1=C(C=C(C=C1)C(=O)NC2=CC(=CC(=C2)C(F)(F)F)N3C=C(N=C3)C)NC4=NC=CC(=N4)C5=CN=CC=C5. Drug 2: CS(=O)(=O)OCCCCOS(=O)(=O)C. Cell line: UO-31. Synergy scores: CSS=-1.86, Synergy_ZIP=0.991, Synergy_Bliss=1.81, Synergy_Loewe=-1.70, Synergy_HSA=-1.70.